This data is from Full USPTO retrosynthesis dataset with 1.9M reactions from patents (1976-2016). The task is: Predict the reactants needed to synthesize the given product. (1) Given the product [F:20][C:18]([F:19])([F:21])[C:15]1[CH:16]=[CH:17][C:12]([C:7]2[CH:8]=[CH:9][CH:10]=[CH:11][C:6]=2[C:5]([OH:22])=[O:4])=[N:13][CH:14]=1, predict the reactants needed to synthesize it. The reactants are: C([O:4][C:5](=[O:22])[C:6]1[CH:11]=[CH:10][CH:9]=[CH:8][C:7]=1[C:12]1[CH:17]=[CH:16][C:15]([C:18]([F:21])([F:20])[F:19])=[CH:14][N:13]=1)(C)C.O.[OH-].[Li+]. (2) Given the product [CH2:25]([O:27][C:28]([C:30]1([C:33]2[CH:38]=[CH:37][C:36]([C:2]3[CH:7]=[CH:6][C:5]([C:8]4[O:12][N:11]=[C:10]([CH3:13])[C:9]=4[CH2:14][NH:15][CH2:16][C@@H:17]([C:19]4[CH:24]=[CH:23][CH:22]=[CH:21][CH:20]=4)[CH3:18])=[CH:4][CH:3]=3)=[CH:35][CH:34]=2)[CH2:31][CH2:32]1)=[O:29])[CH3:26], predict the reactants needed to synthesize it. The reactants are: Br[C:2]1[CH:7]=[CH:6][C:5]([C:8]2[O:12][N:11]=[C:10]([CH3:13])[C:9]=2[CH2:14][NH:15][CH2:16][C@@H:17]([C:19]2[CH:24]=[CH:23][CH:22]=[CH:21][CH:20]=2)[CH3:18])=[CH:4][CH:3]=1.[CH2:25]([O:27][C:28]([C:30]1([C:33]2[CH:38]=[CH:37][C:36](B3OC(C)(C)C(C)(C)O3)=[CH:35][CH:34]=2)[CH2:32][CH2:31]1)=[O:29])[CH3:26].